Task: Predict the product of the given reaction.. Dataset: Forward reaction prediction with 1.9M reactions from USPTO patents (1976-2016) (1) Given the reactants C[N:2](C)/[CH:3]=[CH:4]/[C:5]([C:7]1[C:12](=[O:13])[CH:11]=[CH:10][N:9]([C:14]2[CH:19]=[CH:18][CH:17]=[C:16]([S:20]([CH3:23])(=[O:22])=[O:21])[CH:15]=2)[N:8]=1)=O.[CH3:25][C:26]1[C:31]([CH3:32])=[CH:30][CH:29]=[CH:28][C:27]=1[NH:33]N, predict the reaction product. The product is: [CH3:25][C:26]1[C:31]([CH3:32])=[CH:30][CH:29]=[CH:28][C:27]=1[N:33]1[C:5]([C:7]2[C:12](=[O:13])[CH:11]=[CH:10][N:9]([C:14]3[CH:19]=[CH:18][CH:17]=[C:16]([S:20]([CH3:23])(=[O:22])=[O:21])[CH:15]=3)[N:8]=2)=[CH:4][CH:3]=[N:2]1. (2) Given the reactants [H-].[Na+].CN(C)C=O.[CH3:8][C:9]1[C:10]([NH:15][S:16]([C:19]2[S:20][C:21]([CH3:24])=[CH:22][CH:23]=2)(=[O:18])=[O:17])=[N:11][O:12][C:13]=1[CH3:14].[CH3:25][O:26][CH2:27][CH2:28][O:29][CH2:30]Cl, predict the reaction product. The product is: [CH3:8][C:9]1[C:10]([N:15]([CH2:25][O:26][CH2:27][CH2:28][O:29][CH3:30])[S:16]([C:19]2[S:20][C:21]([CH3:24])=[CH:22][CH:23]=2)(=[O:17])=[O:18])=[N:11][O:12][C:13]=1[CH3:14]. (3) Given the reactants [F:1][C:2]1[CH:7]=[CH:6][C:5]([N:8]2[C:12]([C:13]3[CH:23]=[CH:22][C:16]4[O:17][CH2:18][C:19](=[O:21])[NH:20][C:15]=4[CH:14]=3)=[CH:11][C:10]([C:24](OCC)=[O:25])=[N:9]2)=[CH:4][CH:3]=1.[H-].C([Al+]CC(C)C)C(C)C, predict the reaction product. The product is: [F:1][C:2]1[CH:7]=[CH:6][C:5]([N:8]2[C:12]([C:13]3[CH:23]=[CH:22][C:16]4[O:17][CH2:18][C:19](=[O:21])[NH:20][C:15]=4[CH:14]=3)=[CH:11][C:10]([CH:24]=[O:25])=[N:9]2)=[CH:4][CH:3]=1. (4) The product is: [NH2:23][C:20]1[N:19]=[C:18]([NH2:24])[C:17]([CH2:16][C:8]2[C:6]3[CH:7]=[C:3]([CH2:2][S:37][C:34]4[CH:33]=[CH:32][C:31]([NH:27][C:28](=[O:29])[CH3:30])=[CH:36][CH:35]=4)[O:4][C:5]=3[C:11]([O:12][CH3:13])=[C:10]([O:14][CH3:15])[CH:9]=2)=[CH:22][N:21]=1. Given the reactants Cl[CH2:2][C:3]1[O:4][C:5]2[C:11]([O:12][CH3:13])=[C:10]([O:14][CH3:15])[CH:9]=[C:8]([CH2:16][C:17]3[C:18]([NH2:24])=[N:19][C:20]([NH2:23])=[N:21][CH:22]=3)[C:6]=2[CH:7]=1.[H-].[Na+].[NH:27]([C:31]1[CH:36]=[CH:35][C:34]([SH:37])=[CH:33][CH:32]=1)[C:28]([CH3:30])=[O:29], predict the reaction product. (5) Given the reactants C([O-])(=O)C.[CH3:5][S:6]([NH:9][C:10]1[CH:17]=[CH:16][C:13]([CH2:14][NH3+:15])=[CH:12][C:11]=1[CH3:18])(=[O:8])=[O:7].C(N(CC)CC)C.C1([O:32][C:33](=O)[NH:34][CH2:35][C:36]2[CH:41]=[CH:40][C:39]([C:42]([CH3:45])([CH3:44])[CH3:43])=[CH:38][CH:37]=2)C=CC=CC=1.C(#N)C, predict the reaction product. The product is: [C:42]([C:39]1[CH:40]=[CH:41][C:36]([CH2:35][NH:34][C:33](=[O:32])[NH:15][CH2:14][C:13]2[CH:16]=[CH:17][C:10]([NH:9][S:6]([CH3:5])(=[O:8])=[O:7])=[C:11]([CH3:18])[CH:12]=2)=[CH:37][CH:38]=1)([CH3:45])([CH3:43])[CH3:44]. (6) Given the reactants Br[C:2]1[S:3][C:4]([C:10]([C:12]2[O:13][CH:14]=[CH:15][CH:16]=2)=[O:11])=[CH:5][C:6]=1[CH2:7][C:8]#[N:9].C1(C)C=CC=CC=1.[Cl:24][C:25]1[CH:30]=[CH:29][C:28](B(O)O)=[CH:27][CH:26]=1.C([O-])([O-])=O.[Na+].[Na+], predict the reaction product. The product is: [Cl:24][C:25]1[CH:30]=[CH:29][C:28]([C:2]2[S:3][C:4]([C:10]([C:12]3[O:13][CH:14]=[CH:15][CH:16]=3)=[O:11])=[CH:5][C:6]=2[CH2:7][C:8]#[N:9])=[CH:27][CH:26]=1. (7) Given the reactants [CH2:1]([N:8]1[C:13](=[O:14])[C:12]2[C:15]([Br:18])=[N:16][NH:17][C:11]=2[N:10]=[C:9]1[CH:19]([NH:22][CH2:23][CH2:24][N:25]([CH3:27])[CH3:26])[CH2:20][CH3:21])[C:2]1[CH:7]=[CH:6][CH:5]=[CH:4][CH:3]=1.C(N(CC)C(C)C)(C)C.[Br:37][C:38]1[CH:46]=[CH:45][C:41]([C:42](Cl)=[O:43])=[CH:40][CH:39]=1, predict the reaction product. The product is: [CH2:1]([N:8]1[C:13](=[O:14])[C:12]2[C:15]([Br:18])=[N:16][NH:17][C:11]=2[N:10]=[C:9]1[CH:19]([N:22]([CH2:23][CH2:24][N:25]([CH3:27])[CH3:26])[C:42](=[O:43])[C:41]1[CH:45]=[CH:46][C:38]([Br:37])=[CH:39][CH:40]=1)[CH2:20][CH3:21])[C:2]1[CH:3]=[CH:4][CH:5]=[CH:6][CH:7]=1. (8) Given the reactants [ClH:1].Cl.[NH2:3][CH:4]1[CH2:9][CH2:8][N:7]([CH2:10][C@H:11]2[N:21]3[C:22]4[N:13]([C:14](=[O:24])[CH:15]=[N:16][C:17]=4[CH:18]=[CH:19][C:20]3=[O:23])[CH2:12]2)[CH2:6][CH2:5]1.C(N(CC)CC)C.[O:32]1[C:37]2=[CH:38][N:39]=[C:40]([CH:42]=O)[CH:41]=[C:36]2[CH2:35][CH2:34][CH2:33]1.C(O[BH-](OC(=O)C)OC(=O)C)(=O)C.[Na+].C(=O)(O)[O-].[Na+], predict the reaction product. The product is: [ClH:1].[O:32]1[C:37]2=[CH:38][N:39]=[C:40]([CH2:42][NH:3][CH:4]3[CH2:9][CH2:8][N:7]([CH2:10][C@H:11]4[N:21]5[C:22]6[N:13]([C:14](=[O:24])[CH:15]=[N:16][C:17]=6[CH:18]=[CH:19][C:20]5=[O:23])[CH2:12]4)[CH2:6][CH2:5]3)[CH:41]=[C:36]2[CH2:35][CH2:34][CH2:33]1.